This data is from Forward reaction prediction with 1.9M reactions from USPTO patents (1976-2016). The task is: Predict the product of the given reaction. (1) Given the reactants FC(F)(F)C(O)=O.[N+:8]([C:11]1[CH:16]=[CH:15][C:14]([N:17]2[CH2:32][CH2:31][C:19]3([N:23](C(OC(C)(C)C)=O)[CH2:22][CH2:21][CH2:20]3)[CH2:18]2)=[CH:13][C:12]=1[O:33][CH:34]([CH3:36])[CH3:35])([O-:10])=[O:9].C(=O)([O-])[O-].[K+].[K+], predict the reaction product. The product is: [N+:8]([C:11]1[CH:16]=[CH:15][C:14]([N:17]2[CH2:32][CH2:31][C:19]3([NH:23][CH2:22][CH2:21][CH2:20]3)[CH2:18]2)=[CH:13][C:12]=1[O:33][CH:34]([CH3:36])[CH3:35])([O-:10])=[O:9]. (2) Given the reactants [NH2:1][C:2]1[CH:3]=[N:4][CH:5]=[CH:6][CH:7]=1.[N-:8]=[N+:9]=[N-:10].[Na+].[CH:12](OC)(OC)OC.CCOC(C)=O, predict the reaction product. The product is: [N:1]1([C:2]2[CH:3]=[N:4][CH:5]=[CH:6][CH:7]=2)[CH:12]=[N:10][N:9]=[N:8]1. (3) Given the reactants [OH:1][CH2:2][C:3]1[CH:14]=[C:13]([CH3:15])[C:6]([O:7][CH2:8][C:9](OC)=[O:10])=[C:5]([CH3:16])[CH:4]=1.O.[NH2:18][NH2:19], predict the reaction product. The product is: [OH:1][CH2:2][C:3]1[CH:14]=[C:13]([CH3:15])[C:6]([O:7][CH2:8][C:9]([NH:18][NH2:19])=[O:10])=[C:5]([CH3:16])[CH:4]=1. (4) Given the reactants [CH3:1][N:2]1[CH:6]=[C:5]([NH:7][C:8]([C:10]2[CH:15]=[CH:14][CH:13]=[C:12]([C:16]3[CH:17]=[N:18][N:19]([CH2:21][CH:22]=C)[CH:20]=3)[N:11]=2)=[O:9])[C:4]([C:24](=[O:31])[NH:25][CH2:26][CH2:27][CH2:28][CH:29]=C)=[N:3]1.C(NC(C1C(NC(C2C=CC=C(C3C=NN(CCCC=C)C=3)N=2)=O)=CN(C)N=1)=O)C=C, predict the reaction product. The product is: [CH3:1][N:2]1[CH:6]=[C:5]2[C:4]([C:24](=[O:31])[NH:25][CH2:26][CH:27]=[CH:28][CH2:29][CH2:22][CH2:21][N:19]3[CH:20]=[C:16]([C:12]4[N:11]=[C:10]([C:8](=[O:9])[NH:7]2)[CH:15]=[CH:14][CH:13]=4)[CH:17]=[N:18]3)=[N:3]1. (5) Given the reactants Cl[C:2]1[N:3]=[C:4]([NH:11][CH:12]2[CH2:14][CH2:13]2)[C:5]2[O:10][CH:9]=[CH:8][C:6]=2[N:7]=1.[NH2:15][C:16]1[CH:17]=[CH:18][C:19]2[CH2:25][CH2:24][CH2:23][C:22](=[O:26])[NH:21][C:20]=2[CH:27]=1.C([O-])([O-])=O.[K+].[K+].CC(C1C=C(C(C)C)C(C2C=CC=CC=2P(C2CCCCC2)C2CCCCC2)=C(C(C)C)C=1)C, predict the reaction product. The product is: [CH:12]1([NH:11][C:4]2[C:5]3[O:10][CH:9]=[CH:8][C:6]=3[N:7]=[C:2]([NH:15][C:16]3[CH:17]=[CH:18][C:19]4[CH2:25][CH2:24][CH2:23][C:22](=[O:26])[NH:21][C:20]=4[CH:27]=3)[N:3]=2)[CH2:14][CH2:13]1.